This data is from CYP2C9 inhibition data for predicting drug metabolism from PubChem BioAssay. The task is: Regression/Classification. Given a drug SMILES string, predict its absorption, distribution, metabolism, or excretion properties. Task type varies by dataset: regression for continuous measurements (e.g., permeability, clearance, half-life) or binary classification for categorical outcomes (e.g., BBB penetration, CYP inhibition). Dataset: cyp2c9_veith. The molecule is CCOC(=O)Cn1cc(C(=O)c2ccccc2F)c2ccccc21. The result is 1 (inhibitor).